From a dataset of Forward reaction prediction with 1.9M reactions from USPTO patents (1976-2016). Predict the product of the given reaction. Given the reactants [CH3:1][O:2][C:3]([C:5]1[O:9][C:8]([C:10]2[CH:15]=[CH:14][C:13]([C:16]#[N:17])=[CH:12][CH:11]=2)=[N:7][C:6]=1[CH3:18])=[O:4].C1C(=O)N([Br:26])C(=O)C1, predict the reaction product. The product is: [CH3:1][O:2][C:3]([C:5]1[O:9][C:8]([C:10]2[CH:15]=[CH:14][C:13]([C:16]#[N:17])=[CH:12][CH:11]=2)=[N:7][C:6]=1[CH2:18][Br:26])=[O:4].